From a dataset of Experimentally validated miRNA-target interactions with 360,000+ pairs, plus equal number of negative samples. Binary Classification. Given a miRNA mature sequence and a target amino acid sequence, predict their likelihood of interaction. (1) The miRNA is hsa-miR-6831-5p with sequence UAGGUAGAGUGUGAGGAGGAGGUC. The protein sequence of the target gene is MVVSGAPPALGGGCLGTFTSLLLLASTAILNAARIPVPPACGKPQQLNRVVGGEDSTDSEWPWIVSIQKNGTHHCAGSLLTSRWVITAAHCFKDNLNKPYLFSVLLGAWQLGNPGSRSQKVGVAWVEPHPVYSWKEGACADIALVRLERSIQFSERVLPICLPDASIHLPPNTHCWISGWGSIQDGVPLPHPQTLQKLKVPIIDSEVCSHLYWRGAGQGPITEDMLCAGYLEGERDACLGDSGGPLMCQVDGAWLLAGIISWGEGCAERNRPGVYISLSAHRSWVEKIVQGVQLRGRAQG.... Result: 1 (interaction). (2) The miRNA is hsa-miR-6856-5p with sequence AAGAGAGGAGCAGUGGUGCUGUGG. The protein sequence of the target gene is MPHSSLHPSIPCPRGHGAQKAALVLLSACLVTLWGLGEPPEHTLRYLVLHLASLQLGLLLNGVCSLAEELRHIHSRYRGSYWRTVRACLGCPLRRGALLLLSIYFYYSLPNAVGPPFTWMLALLGLSQALNILLGLKGLAPAEISAVCEKGNFNVAHGLAWSYYIGYLRLILPELQARIRTYNQHYNNLLRGAVSQRLYILLPLDCGVPDNLSMADPNIRFLDKLPQQTGDHAGIKDRVYSNSIYELLENGQRAGTCVLEYATPLQTLFAMSQYSQAGFSREDRLEQAKLFCRTLEDILA.... Result: 1 (interaction). (3) The miRNA is hsa-miR-7152-5p with sequence UUUCCUGUCCUCCAACCAGACC. The protein sequence of the target gene is MQAKNKDALQPIKEDRTGKAQDDAFWLQSLITDAFHDKGFQKIKEYFQQKESHFPQKYNRLLLYRLDRSINKELDKNEFQSVSLLLKCIQRFLVDGLKEDEPLLIRQGLIPKLVSWFERTTGILTSEGLASDTSLICVIEDFFDTALIISRSSSEGKIQMLDSFLLSLGFLVTEKTVNHLLQQEGLKTFNCILHAVPREERKKFPLSEGMCHLMKDLARTLLTVGDYDQQVAISEALCRLTIKKSRDELVHKWFDDEVIAEAFKEIKDREFETDSRRFLNHLNNRLGDQRRVYSFPCIAA.... Result: 0 (no interaction). (4) The miRNA is hsa-miR-4699-5p with sequence AGAAGAUUGCAGAGUAAGUUCC. The protein sequence of the target gene is MSQRVRRNGSPTPAGSLGGGAVATAGGPGSRLQPMRATVPFQLKQQQQQQHGSPTRSGGGGGGNNNGGCCGGASGPAGGGGGGGPRTASRSTSPTRGGGNAAARTSPTVATQTGASATSTRGTSPTRSAAPGARGSPPRPPPPPPLLGTVSSPSSSPTHLWTGEVSAAPPPARVRHRRRSPEQSRSSPEKRSPSAPVCKAGDKTRQPSSSPSSIIRRTSSLDTLAAPYLAGHWPRDSHGQAAPCMRDKATQTESAWAEEYSEKKKGSHKRSASWGSTDQLKEIAKLRQQLQRSKHSSRHH.... Result: 0 (no interaction). (5) The miRNA is mmu-miR-300-3p with sequence UAUGCAAGGGCAAGCUCUCUUC. The protein sequence of the target gene is MSSQKGNVARSRPQKHQNTFSFKNDKFDKSVQTKKINAKLHDGVCQRCKEVLEWRVKYSKYKPLSKPKKCVKCLQKTVKDSYHIMCRPCACELEVCAKCGKKEDIVIPWSLPLLPRLECSGRILAHHNLRLPCSSDSPASASRVAGTTGAHHHAQLIFVFLVEMGFHYVGQAGLELLTS. Result: 0 (no interaction). (6) The miRNA is hsa-miR-6515-5p with sequence UUGGAGGGUGUGGAAGACAUC. The protein sequence of the target gene is MLLATLLLLLLGGALAHPDRIIFPNHACEDPPAVLLEVQGTLQRPLVRDSRTSPANCTWLILGSKEQTVTIRFQKLHLACGSERLTLRSPLQPLISLCEAPPSPLQLPGGNVTITYSYAGARAPMGQGFLLSYSQDWLMCLQEEFQCLNHRCVSAVQRCDGVDACGDGSDEAGCSSDPFPGLTPRPVPSLPCNVTLEDFYGVFSSPGYTHLASVSHPQSCHWLLDPHDGRRLAVRFTALDLGFGDAVHVYDGPGPPESSRLLRSLTHFSNGKAVTVETLSGQAVVSYHTVAWSNGRGFNA.... Result: 1 (interaction).